Dataset: Full USPTO retrosynthesis dataset with 1.9M reactions from patents (1976-2016). Task: Predict the reactants needed to synthesize the given product. (1) Given the product [Br:1][C:2]1[CH:8]=[CH:7][C:6]([F:9])=[C:5]2[C:3]=1[N:4]=[CH:31][C:30]([CH3:32])=[CH:29]2, predict the reactants needed to synthesize it. The reactants are: [Br:1][C:2]1[CH:8]=[CH:7][C:6]([F:9])=[CH:5][C:3]=1[NH2:4].[N+](C1C=C(S(O)(=O)=O)C=CC=1)([O-])=O.P(=O)(O)(O)O.O=[CH:29][C:30](=[CH2:32])[CH3:31].O.N. (2) Given the product [CH2:22]([O:1][C:2]1[CH:7]=[CH:6][C:5]([NH:8][C:9](=[O:20])[C:10]2[CH:15]=[CH:14][C:13]([O:16][CH3:17])=[CH:12][C:11]=2[O:18][CH3:19])=[CH:4][CH:3]=1)[CH:23]([CH3:25])[CH3:24], predict the reactants needed to synthesize it. The reactants are: [OH:1][C:2]1[CH:7]=[CH:6][C:5]([NH:8][C:9](=[O:20])[C:10]2[CH:15]=[CH:14][C:13]([O:16][CH3:17])=[CH:12][C:11]=2[O:18][CH3:19])=[CH:4][CH:3]=1.Br[CH2:22][CH:23]([CH3:25])[CH3:24].C([O-])([O-])=O.[K+].[K+]. (3) Given the product [Cl:1][C:2]1[CH:7]=[CH:6][CH:5]=[CH:4][C:3]=1[N:8]([CH3:29])[C:9]([C:11]1[S:28][C:14]2[C:15]3[CH:23]=[CH:22][C:21]([C:24]([N:34]4[CH2:35][CH2:36][N:31]([CH3:30])[CH2:32][CH2:33]4)=[O:25])=[CH:20][C:16]=3[O:17][CH2:18][CH2:19][C:13]=2[CH:12]=1)=[O:10], predict the reactants needed to synthesize it. The reactants are: [Cl:1][C:2]1[CH:7]=[CH:6][CH:5]=[CH:4][C:3]=1[N:8]([CH3:29])[C:9]([C:11]1[S:28][C:14]2[C:15]3[CH:23]=[CH:22][C:21]([C:24](OC)=[O:25])=[CH:20][C:16]=3[O:17][CH2:18][CH2:19][C:13]=2[CH:12]=1)=[O:10].[CH3:30][N:31]1[CH2:36][CH2:35][NH:34][CH2:33][CH2:32]1. (4) Given the product [I:39][C:2]1[N:7]=[C:6]2[N:8]([CH2:20][CH3:21])[C:9]([C:11]([N:13]([CH:17]3[CH2:19][CH2:18]3)[CH:14]3[CH2:16][CH2:15]3)=[O:12])=[CH:10][C:5]2=[C:4]2[N:22]([CH3:25])[CH:23]=[N:24][C:3]=12, predict the reactants needed to synthesize it. The reactants are: N[C:2]1[N:7]=[C:6]2[N:8]([CH2:20][CH3:21])[C:9]([C:11]([N:13]([CH:17]3[CH2:19][CH2:18]3)[CH:14]3[CH2:16][CH2:15]3)=[O:12])=[CH:10][C:5]2=[C:4]2[N:22]([CH3:25])[CH:23]=[N:24][C:3]=12.N(OCCC(C)C)=O.C(=O)(O)[O-].[Na+].[I:39]CI. (5) The reactants are: Cl.[F:2][C:3]([F:23])([F:22])[C:4]1[CH:21]=[CH:20][CH:19]=[CH:18][C:5]=1[CH:6]([O:13][CH:14]1[CH2:17][NH:16][CH2:15]1)[C:7]1[CH:12]=[CH:11][CH:10]=[CH:9][CH:8]=1.[N-:24]=[C:25]=[O:26]. Given the product [F:23][C:3]([F:2])([F:22])[C:4]1[CH:21]=[CH:20][CH:19]=[CH:18][C:5]=1[CH:6]([O:13][CH:14]1[CH2:17][N:16]([C:25]([NH:24][CH:4]2[CH2:21][CH2:20][CH2:19][CH2:18][CH2:5]2)=[O:26])[CH2:15]1)[C:7]1[CH:8]=[CH:9][CH:10]=[CH:11][CH:12]=1, predict the reactants needed to synthesize it. (6) Given the product [Cl:41][C:39]1[CH:40]=[C:35]([NH:34][CH2:33][C:32]([N:27]2[CH2:28][CH2:29][CH2:30][CH2:31][C@@H:26]2[NH:25][C:17]2[C:16]([C:18]([O:20][CH3:21])=[O:19])=[CH:15][N:14]=[C:13]3[N:9]([S:6]([C:5]4[CH:4]=[CH:3][C:2]([CH3:24])=[CH:23][CH:22]=4)(=[O:7])=[O:8])[CH:10]=[CH:11][C:12]=23)=[O:43])[CH:36]=[C:37]([Cl:42])[CH:38]=1, predict the reactants needed to synthesize it. The reactants are: Cl[C:2]1([CH3:24])[CH:23]=[CH:22][C:5]([S:6]([N:9]2[C:13]3=[N:14][CH:15]=[C:16]([C:18]([O:20][CH3:21])=[O:19])[CH:17]=[C:12]3[CH:11]=[CH:10]2)(=[O:8])=[O:7])=[CH:4][CH2:3]1.[NH2:25][C@H:26]1[CH2:31][CH2:30][CH2:29][CH2:28][N:27]1[C:32](=[O:43])[CH2:33][NH:34][C:35]1[CH:40]=[C:39]([Cl:41])[CH:38]=[C:37]([Cl:42])[CH:36]=1.CC1(C)C2C(=C(P(C3C=CC=CC=3)C3C=CC=CC=3)C=CC=2)OC2C(P(C3C=CC=CC=3)C3C=CC=CC=3)=CC=CC1=2.C([O-])([O-])=O.[Cs+].[Cs+]. (7) Given the product [CH3:24][C:17]([O:16][C:15]1[CH:25]=[CH:26][C:12]([CH2:11][CH2:10][N:9]([C:6]2[CH:5]=[CH:4][C:3]([CH:1]([OH:2])[C:40]([F:42])([F:41])[F:39])=[CH:8][N:7]=2)[CH2:27][C:28]2[CH:33]=[CH:32][C:31]([O:34][C:35]([F:38])([F:37])[F:36])=[CH:30][CH:29]=2)=[CH:13][CH:14]=1)([CH3:23])[C:18]([O:20][CH2:21][CH3:22])=[O:19], predict the reactants needed to synthesize it. The reactants are: [CH:1]([C:3]1[CH:4]=[CH:5][C:6]([N:9]([CH2:27][C:28]2[CH:33]=[CH:32][C:31]([O:34][C:35]([F:38])([F:37])[F:36])=[CH:30][CH:29]=2)[CH2:10][CH2:11][C:12]2[CH:26]=[CH:25][C:15]([O:16][C:17]([CH3:24])([CH3:23])[C:18]([O:20][CH2:21][CH3:22])=[O:19])=[CH:14][CH:13]=2)=[N:7][CH:8]=1)=[O:2].[F:39][C:40]([Si](C)(C)C)([F:42])[F:41].[F-].C([N+](CCCC)(CCCC)CCCC)CCC. (8) Given the product [C:1]([C:5]1[CH:10]=[CH:9][C:8]([S:11]([N:14]([C:18]2[CH:22]=[CH:21][S:20][C:19]=2[C:23]([O:25][CH3:26])=[O:24])[CH2:15][O:16][CH3:17])(=[O:12])=[O:13])=[C:7]([CH2:27][CH2:28][C:29]2[CH:30]=[CH:31][CH:32]=[CH:33][CH:34]=2)[CH:6]=1)([CH3:4])([CH3:2])[CH3:3], predict the reactants needed to synthesize it. The reactants are: [C:1]([C:5]1[CH:10]=[CH:9][C:8]([S:11]([N:14]([C:18]2[CH:22]=[CH:21][S:20][C:19]=2[C:23]([O:25][CH3:26])=[O:24])[CH2:15][O:16][CH3:17])(=[O:13])=[O:12])=[C:7]([CH:27]=[CH:28][C:29]2[CH:34]=[CH:33][CH:32]=[CH:31][CH:30]=2)[CH:6]=1)([CH3:4])([CH3:3])[CH3:2]. (9) Given the product [CH3:1][C:2]1[CH:22]=[CH:21][CH:20]=[CH:19][C:3]=1[C:4]([C:6]1[N:10]([CH3:11])[C:9]([CH:12]([CH3:24])[C:13]([O:15][CH2:16][CH3:17])=[O:14])=[CH:8][C:7]=1[CH3:18])=[O:5], predict the reactants needed to synthesize it. The reactants are: [CH3:1][C:2]1[CH:22]=[CH:21][CH:20]=[CH:19][C:3]=1[C:4]([C:6]1[N:10]([CH3:11])[C:9]([CH2:12][C:13]([O:15][CH2:16][CH3:17])=[O:14])=[CH:8][C:7]=1[CH3:18])=[O:5].Cl[C:24]1C=CC(C(C2N(C)C(CC(OCC)=O)=CC=2C)=O)=CC=1. (10) Given the product [C:29]([O:31][CH2:25][CH2:24][CH2:23][CH2:22][CH2:21][CH2:20][O:19][C:17](=[O:18])/[CH:16]=[CH:15]/[C:5]1[CH:6]=[CH:7][C:8]([O:9][CH2:10][CH2:11][CH2:12][CH2:13][CH3:14])=[C:3]([O:2][CH3:1])[CH:4]=1)(=[O:30])[CH2:28][C:27]([O:26][CH2:25][CH2:24][CH2:23][CH2:22][CH2:21][CH2:20][O:19][C:17](=[O:18])/[CH:16]=[CH:15]/[C:5]1[CH:6]=[CH:7][C:8]([O:9][CH2:10][CH2:11][CH2:12][CH2:13][CH3:14])=[C:3]([O:2][CH3:1])[CH:4]=1)=[O:33], predict the reactants needed to synthesize it. The reactants are: [CH3:1][O:2][C:3]1[CH:4]=[C:5](/[CH:15]=[CH:16]/[C:17]([O:19][CH2:20][CH2:21][CH2:22][CH2:23][CH2:24][CH2:25][OH:26])=[O:18])[CH:6]=[CH:7][C:8]=1[O:9][CH2:10][CH2:11][CH2:12][CH2:13][CH3:14].[C:27]([OH:33])(=O)[CH2:28][C:29]([OH:31])=[O:30].